This data is from Forward reaction prediction with 1.9M reactions from USPTO patents (1976-2016). The task is: Predict the product of the given reaction. (1) Given the reactants Cl[C:2]1[CH:3]=[CH:4][C:5]([O:12][CH2:13]C2C=CC=CC=2)=[C:6]([CH2:8][C:9]([NH2:11])=[O:10])[CH:7]=1.[Br:20]C1C=CC(OC)=C(CC(O)=O)C=1, predict the reaction product. The product is: [Br:20][C:2]1[CH:3]=[CH:4][C:5]([O:12][CH3:13])=[C:6]([CH2:8][C:9]([NH2:11])=[O:10])[CH:7]=1. (2) Given the reactants [CH3:1][C:2]1[C:6]([CH2:7][S:8][C:9]2[CH:14]=[CH:13][C:12]([CH2:15][C:16]([OH:18])=O)=[CH:11][CH:10]=2)=[C:5]([CH3:19])[O:4][N:3]=1.C1C=CC2N(O)N=NC=2C=1.C(Cl)CCl.Cl.[Cl:35][C:36]1[CH:41]=[CH:40][C:39]([CH:42]([C:44]2[CH:49]=[CH:48][CH:47]=[CH:46][CH:45]=2)[NH2:43])=[CH:38][CH:37]=1, predict the reaction product. The product is: [Cl:35][C:36]1[CH:37]=[CH:38][C:39]([CH:42]([C:44]2[CH:45]=[CH:46][CH:47]=[CH:48][CH:49]=2)[NH:43][C:16](=[O:18])[CH2:15][C:12]2[CH:11]=[CH:10][C:9]([S:8][CH2:7][C:6]3[C:2]([CH3:1])=[N:3][O:4][C:5]=3[CH3:19])=[CH:14][CH:13]=2)=[CH:40][CH:41]=1. (3) Given the reactants [NH2:1][NH:2][C:3]([C:5]1[C:14]2[C:9](=[CH:10][CH:11]=[CH:12][CH:13]=2)[CH:8]=[CH:7][N:6]=1)=[NH:4].[CH2:15]([O:17][C:18]1[C:19]([OH:26])=[C:20]([CH:23]=[CH:24][CH:25]=1)[CH:21]=O)[CH3:16], predict the reaction product. The product is: [CH2:15]([O:17][C:18]1[C:19]([OH:26])=[C:20]([C:21]2[NH:1][N:2]=[C:3]([C:5]3[C:14]4[C:9](=[CH:10][CH:11]=[CH:12][CH:13]=4)[CH:8]=[CH:7][N:6]=3)[N:4]=2)[CH:23]=[CH:24][CH:25]=1)[CH3:16]. (4) Given the reactants C[O:2][C:3](=[O:33])[CH2:4][O:5][C:6]1[CH:11]=[CH:10][C:9]([Cl:12])=[CH:8][C:7]=1[CH2:13][C:14]1[CH:19]=[C:18]([S:20]([CH3:23])(=[O:22])=[O:21])[CH:17]=[CH:16][C:15]=1[O:24][CH2:25][C:26]([O:28]C(C)(C)C)=[O:27].[OH-].[Na+].Cl, predict the reaction product. The product is: [C:26]([CH2:25][O:24][C:15]1[CH:16]=[CH:17][C:18]([S:20]([CH3:23])(=[O:21])=[O:22])=[CH:19][C:14]=1[CH2:13][C:7]1[CH:8]=[C:9]([Cl:12])[CH:10]=[CH:11][C:6]=1[O:5][CH2:4][C:3]([OH:33])=[O:2])([OH:28])=[O:27]. (5) Given the reactants [CH2:1]([C@H:3]1[C@@H:7]([C:8]2[N:12]3[C:13]4[CH:19]=[CH:18][NH:17][C:14]=4[N:15]=[CH:16][C:11]3=[N:10][N:9]=2)[CH2:6][C@@H:5]([CH2:20][C:21](OCC)=[O:22])[CH2:4]1)[CH3:2].O[NH:27]/[C:28](=[N:32]\[H])/[CH2:29][O:30][CH3:31].C([O-])([O-])=O.[K+].[K+], predict the reaction product. The product is: [CH2:1]([C@H:3]1[C@@H:7]([C:8]2[N:12]3[C:13]4[CH:19]=[CH:18][NH:17][C:14]=4[N:15]=[CH:16][C:11]3=[N:10][N:9]=2)[CH2:6][C@@H:5]([CH2:20][C:21]2[O:22][N:32]=[C:28]([CH2:29][O:30][CH3:31])[N:27]=2)[CH2:4]1)[CH3:2]. (6) Given the reactants [NH2:1][N:2]1[CH2:7][CH2:6][CH:5]([OH:8])[CH2:4][CH2:3]1.[Cl:9][C:10]1[CH:11]=[C:12]([C:25]2[CH:30]=[CH:29][C:28]([C:31]([N:33]3[CH2:38][CH2:37][CH:36]([C:39]([F:42])([F:41])[F:40])[CH2:35][CH2:34]3)=[O:32])=[CH:27][CH:26]=2)[CH:13]=[C:14]([Cl:24])[C:15]=1[CH2:16][C@@H:17]1[CH2:21][CH:20](O)[O:19][C:18]1=O.C(O[BH-](OC(=O)C)OC(=O)C)(=O)C.[Na+], predict the reaction product. The product is: [Cl:24][C:14]1[CH:13]=[C:12]([C:25]2[CH:26]=[CH:27][C:28]([C:31]([N:33]3[CH2:38][CH2:37][CH:36]([C:39]([F:42])([F:41])[F:40])[CH2:35][CH2:34]3)=[O:32])=[CH:29][CH:30]=2)[CH:11]=[C:10]([Cl:9])[C:15]=1[CH2:16][C@@H:17]1[CH2:21][CH2:20][N:1]([N:2]2[CH2:7][CH2:6][CH:5]([OH:8])[CH2:4][CH2:3]2)[C:18]1=[O:19]. (7) Given the reactants [CH3:1][O:2][C:3](=[O:26])[CH2:4][CH2:5][CH2:6][O:7][C:8]1[CH:13]=[C:12]([NH2:14])[C:11]([C:15]([N:17]2[CH2:21][CH2:20][CH2:19][CH:18]2[CH2:22][OH:23])=[O:16])=[CH:10][C:9]=1[O:24][CH3:25].N1C=CC=CC=1.Cl[C:34]([O:36][CH2:37][CH:38]=[CH2:39])=[O:35], predict the reaction product. The product is: [CH3:1][O:2][C:3](=[O:26])[CH2:4][CH2:5][CH2:6][O:7][C:8]1[CH:13]=[C:12]([NH:14][C:34]([O:36][CH2:37][CH:38]=[CH2:39])=[O:35])[C:11]([C:15]([N:17]2[CH2:21][CH2:20][CH2:19][CH:18]2[CH2:22][OH:23])=[O:16])=[CH:10][C:9]=1[O:24][CH3:25]. (8) Given the reactants COC1C=CC(P2(SP(C3C=CC(OC)=CC=3)(=S)S2)=[S:10])=CC=1.[CH2:23]([O:25][C:26](=[O:42])[CH:27]([C:32](=O)[C:33]1[CH:38]=[CH:37][CH:36]=[C:35]([O:39][CH3:40])[CH:34]=1)[CH2:28][C:29](=O)[CH3:30])[CH3:24].CCCCCC.C(OCC)(=O)C, predict the reaction product. The product is: [CH2:23]([O:25][C:26]([C:27]1[CH:28]=[C:29]([CH3:30])[S:10][C:32]=1[C:33]1[CH:38]=[CH:37][CH:36]=[C:35]([O:39][CH3:40])[CH:34]=1)=[O:42])[CH3:24].